This data is from Retrosynthesis with 50K atom-mapped reactions and 10 reaction types from USPTO. The task is: Predict the reactants needed to synthesize the given product. (1) Given the product Oc1ccc(Cc2cc(I)ccc2Cl)cc1, predict the reactants needed to synthesize it. The reactants are: COc1ccc(Cc2cc(I)ccc2Cl)cc1. (2) Given the product CCc1cnc(CC)c(N[C@@H]2CN(C(=O)OCc3ccccc3)C[C@@H]2O)n1, predict the reactants needed to synthesize it. The reactants are: CCc1cnc(CC)c(Cl)n1.N[C@@H]1CN(C(=O)OCc2ccccc2)C[C@@H]1O. (3) Given the product c1cnc(OC2CCN(CCOc3ccc(Oc4nc5ncccc5s4)cc3)CC2)nc1, predict the reactants needed to synthesize it. The reactants are: BrCCOc1ccc(Oc2nc3ncccc3s2)cc1.c1cnc(OC2CCNCC2)nc1. (4) Given the product CCN(CC)C(=O)c1ccccc1Cl, predict the reactants needed to synthesize it. The reactants are: CCNCC.O=C(Cl)c1ccccc1Cl. (5) Given the product COc1ccc(C=CC(=O)Nc2ccc3nc(N4CCC(N(C)C)C4)sc3c2)cc1, predict the reactants needed to synthesize it. The reactants are: CN(C)C1CCN(c2nc3ccc(N)cc3s2)C1.COc1ccc(/C=C/C(=O)O)cc1. (6) Given the product CCCC(=O)Nc1cccc(C2CCN(CCCNC(=O)C3(c4ccc(Cl)cc4)CC3)CC2)c1, predict the reactants needed to synthesize it. The reactants are: CCCC(=O)Nc1cccc(C2CCN(CCCN)CC2)c1.O=C(O)C1(c2ccc(Cl)cc2)CC1.